This data is from Forward reaction prediction with 1.9M reactions from USPTO patents (1976-2016). The task is: Predict the product of the given reaction. The product is: [CH2:1]([O:3][C:4]([C:6]1[CH:11]=[CH:10][N:9]([CH2:33][O:32][CH2:31][CH2:30][Si:29]([CH3:36])([CH3:35])[CH3:28])[C:8](=[O:12])[CH:7]=1)=[O:5])[CH3:2]. Given the reactants [CH2:1]([O:3][C:4]([C:6]1[CH:11]=[CH:10][NH:9][C:8](=[O:12])[CH:7]=1)=[O:5])[CH3:2].C(=O)([O-])[O-].[K+].[K+].C(N(C(C)C)CC)(C)C.[CH3:28][Si:29]([CH3:36])([CH3:35])[CH2:30][CH2:31][O:32][CH2:33]Cl, predict the reaction product.